This data is from Reaction yield outcomes from USPTO patents with 853,638 reactions. The task is: Predict the reaction yield, written as a fraction of the theoretical maximum amount of product (1.0 means a 100% yield; for example, 0.34 means a 34% yield). (1) The reactants are Cl[C:2]1[CH:7]=[C:6]([C:8]2[CH:13]=[C:12]([Cl:14])[CH:11]=[CH:10][C:9]=2[O:15][CH2:16][CH3:17])[N:5]=[C:4]([NH2:18])[N:3]=1.[NH2:19][C:20]1[CH:25]=[CH:24][C:23]([CH2:26][C:27]([O:29][CH2:30][CH3:31])=[O:28])=[CH:22][CH:21]=1. No catalyst specified. The product is [CH2:30]([O:29][C:27](=[O:28])[CH2:26][C:23]1[CH:22]=[CH:21][C:20]([NH:19][C:2]2[CH:7]=[C:6]([C:8]3[CH:13]=[C:12]([Cl:14])[CH:11]=[CH:10][C:9]=3[O:15][CH2:16][CH3:17])[N:5]=[C:4]([NH2:18])[N:3]=2)=[CH:25][CH:24]=1)[CH3:31]. The yield is 0.870. (2) The reactants are [Cl:1][C:2]1[CH:3]=[C:4]([CH:6]=[CH:7][C:8]=1[CH3:9])[NH2:5].[I:10](Cl)(=O)=O.I(Cl)(=O)=O.C([N+](C)(C)C)C1C=CC=CC=1.C([O-])([O-])=O.[Ca+2]. The catalyst is C(Cl)Cl.CO.CCOCC. The product is [Cl:1][C:2]1[C:8]([CH3:9])=[CH:7][C:6]([I:10])=[C:4]([CH:3]=1)[NH2:5]. The yield is 0.630. (3) The reactants are [OH:1][C:2]1[C:11]2[C:6](=[CH:7][CH:8]=[CH:9][CH:10]=2)[N:5]=[CH:4][C:3]=1[C:12]([OH:14])=O.CN(C(ON1N=NC2C=CC=CC1=2)=[N+](C)C)C.F[P-](F)(F)(F)(F)F.CCN(C(C)C)C(C)C.[CH3:48][C:49]1[CH:54]=[CH:53][C:52]([N+:55]([O-])=O)=[CH:51][C:50]=1[NH2:58].O.O.Cl[Sn]Cl.C([O-])(O)=O.[Na+]. The catalyst is C1COCC1. The product is [NH2:55][C:52]1[CH:53]=[CH:54][C:49]([CH3:48])=[C:50]([NH:58][C:12]([C:3]2[C:2](=[O:1])[C:11]3[C:6](=[CH:7][CH:8]=[CH:9][CH:10]=3)[NH:5][CH:4]=2)=[O:14])[CH:51]=1. The yield is 0.0800.